Dataset: Full USPTO retrosynthesis dataset with 1.9M reactions from patents (1976-2016). Task: Predict the reactants needed to synthesize the given product. (1) Given the product [Br:1][C:2]1[CH:3]=[C:4]2[C:8](=[CH:9][CH:10]=1)[C:7](=[O:11])[C:6]([Na:13])([C:14]([O:17][CH3:18])=[O:15])[CH2:5]2, predict the reactants needed to synthesize it. The reactants are: [Br:1][C:2]1[CH:3]=[C:4]2[C:8](=[CH:9][CH:10]=1)[C:7](=[O:11])[CH2:6][CH2:5]2.[H-].[Na+:13].[C:14](=O)([O:17][CH3:18])[O:15]C.[OH-].[Na+]. (2) Given the product [ClH:1].[NH2:29][CH:17]([CH:16]([C:10]1[CH:15]=[CH:14][CH:13]=[CH:12][CH:11]=1)[CH2:8][C:5]1[CH:4]=[CH:3][C:2]([Cl:1])=[CH:7][N:6]=1)[CH3:18], predict the reactants needed to synthesize it. The reactants are: [Cl:1][C:2]1[CH:3]=[CH:4][C:5]([CH2:8]Cl)=[N:6][CH:7]=1.[C:10]1([CH2:16][C:17](=O)[CH3:18])[CH:15]=[CH:14][CH:13]=[CH:12][CH:11]=1.ClC1C=CC(CBr)=CC=1.[N:29]1C=CC=C(CC(=O)C)C=1. (3) Given the product [CH3:19][O:20][C:21](=[O:26])[C:22]1[CH:4]=[CH:5][C:6]([C:8]2[CH:13]=[CH:12][CH:11]=[C:10]([C:14]([F:15])([F:16])[F:17])[CH:9]=2)=[N:25][C:23]=1[CH3:24], predict the reactants needed to synthesize it. The reactants are: Cl.CN(C)[CH2:4][CH2:5][C:6]([C:8]1[CH:13]=[CH:12][CH:11]=[C:10]([C:14]([F:17])([F:16])[F:15])[CH:9]=1)=O.[CH3:19][O:20][C:21](=[O:26])/[CH:22]=[C:23](\[NH2:25])/[CH3:24]. (4) Given the product [CH2:25]([S:29]([N:13]1[CH2:14][CH2:15][C@H:11]([N:10]([CH2:16][C:17]2[CH:22]=[C:21]([Cl:23])[CH:20]=[CH:19][C:18]=2[Cl:24])[C:8]2[CH:7]=[CH:6][C:3]([C:4]#[N:5])=[C:2]([Cl:1])[CH:9]=2)[CH2:12]1)(=[O:31])=[O:30])[CH2:26][CH2:27][CH3:28], predict the reactants needed to synthesize it. The reactants are: [Cl:1][C:2]1[CH:9]=[C:8]([N:10]([CH2:16][C:17]2[CH:22]=[C:21]([Cl:23])[CH:20]=[CH:19][C:18]=2[Cl:24])[C@H:11]2[CH2:15][CH2:14][NH:13][CH2:12]2)[CH:7]=[CH:6][C:3]=1[C:4]#[N:5].[CH2:25]([S:29](Cl)(=[O:31])=[O:30])[CH2:26][CH2:27][CH3:28]. (5) Given the product [CH3:29][S:30]([O:19][CH2:18][CH2:17][C:14]1[CH:15]=[CH:16][C:11]([O:10][C:2]2[S:1][C:9]3[C:4]([N:3]=2)=[N:5][CH:6]=[CH:7][CH:8]=3)=[CH:12][CH:13]=1)(=[O:32])=[O:31], predict the reactants needed to synthesize it. The reactants are: [S:1]1[C:9]2[C:4](=[N:5][CH:6]=[CH:7][CH:8]=2)[N:3]=[C:2]1[O:10][C:11]1[CH:16]=[CH:15][C:14]([CH2:17][CH2:18][OH:19])=[CH:13][CH:12]=1.C(N(CC)C(C)C)(C)C.[CH3:29][S:30](O[S:30]([CH3:29])(=[O:32])=[O:31])(=[O:32])=[O:31]. (6) The reactants are: [CH:1]1([C@H:7]([NH:15][C:16]([C:18]2[CH:23]=[CH:22][C:21]([C:24]3[CH:29]=[CH:28][C:27]([N+:30]([O-])=O)=[CH:26][CH:25]=3)=[CH:20][C:19]=2[NH:33][C:34]([NH:36][C:37]2[C:42]([CH3:43])=[CH:41][C:40]([CH3:44])=[CH:39][C:38]=2[CH3:45])=[O:35])=[O:17])[C:8]([O:10][C:11]([CH3:14])([CH3:13])[CH3:12])=[O:9])[CH2:6][CH2:5][CH2:4][CH2:3][CH2:2]1. Given the product [NH2:30][C:27]1[CH:26]=[CH:25][C:24]([C:21]2[CH:22]=[CH:23][C:18]([C:16]([NH:15][C@@H:7]([CH:1]3[CH2:6][CH2:5][CH2:4][CH2:3][CH2:2]3)[C:8]([O:10][C:11]([CH3:14])([CH3:13])[CH3:12])=[O:9])=[O:17])=[C:19]([NH:33][C:34]([NH:36][C:37]3[C:38]([CH3:45])=[CH:39][C:40]([CH3:44])=[CH:41][C:42]=3[CH3:43])=[O:35])[CH:20]=2)=[CH:29][CH:28]=1, predict the reactants needed to synthesize it. (7) Given the product [NH2:1][C:2]1[CH:7]=[CH:6][C:5]([Cl:8])=[CH:4][C:3]=1[CH:9]([C:11]1[CH:16]=[CH:15][CH:14]=[CH:13][C:12]=1[Cl:17])[OH:10], predict the reactants needed to synthesize it. The reactants are: [NH2:1][C:2]1[CH:7]=[CH:6][C:5]([Cl:8])=[CH:4][C:3]=1[C:9]([C:11]1[CH:16]=[CH:15][CH:14]=[CH:13][C:12]=1[Cl:17])=[O:10].[BH4-].[Na+].O. (8) Given the product [F:37][C:34]1[CH:33]=[CH:32][C:31]([C:2]2[N:3]=[CH:4][NH:5][CH:6]=2)=[CH:36][N:35]=1, predict the reactants needed to synthesize it. The reactants are: I[C:2]1[N:3]=[CH:4][N:5](C(C2C=CC=CC=2)(C2C=CC=CC=2)C2C=CC=CC=2)[CH:6]=1.C([Mg]Br)C.Br[C:31]1[CH:32]=[CH:33][C:34]([F:37])=[N:35][CH:36]=1. (9) Given the product [Br:1][C:2]1[CH:7]=[CH:6][C:5]([CH:8]2[CH2:12][CH2:11][CH2:10][CH2:9]2)=[CH:4][CH:3]=1, predict the reactants needed to synthesize it. The reactants are: [Br:1][C:2]1[CH:7]=[CH:6][C:5]([C:8]2[CH2:12][CH2:11][CH2:10][CH:9]=2)=[CH:4][CH:3]=1. (10) Given the product [NH2:55][C:19]1[N:18]=[C:17]([C:15]2[N:14]([CH3:56])[C:11]3[CH2:12][CH2:13][NH:8][C:9](=[O:57])[C:10]=3[CH:16]=2)[C:22]([C:23]#[C:24][C:25]2[CH:26]=[C:27]([CH2:31][C:32]([NH:33][C:34]3[CH:39]=[CH:38][C:37]([CH2:40][N:41]4[CH2:42][CH2:43][N:44]([CH2:47][CH2:48][CH3:49])[CH2:45][CH2:46]4)=[C:36]([C:50]([F:52])([F:53])[F:51])[CH:35]=3)=[O:54])[CH:28]=[CH:29][CH:30]=2)=[CH:21][N:20]=1, predict the reactants needed to synthesize it. The reactants are: C(OC([N:8]1[CH2:13][CH2:12][C:11]2[N:14]([CH3:56])[C:15]([C:17]3[C:22]([C:23]#[C:24][C:25]4[CH:30]=[CH:29][CH:28]=[C:27]([CH2:31][C:32](=[O:54])[NH:33][C:34]5[CH:39]=[CH:38][C:37]([CH2:40][N:41]6[CH2:46][CH2:45][N:44]([CH2:47][CH2:48][CH3:49])[CH2:43][CH2:42]6)=[C:36]([C:50]([F:53])([F:52])[F:51])[CH:35]=5)[CH:26]=4)=[CH:21][N:20]=[C:19]([NH2:55])[N:18]=3)=[CH:16][C:10]=2[C:9]1=[O:57])=O)(C)(C)C.O1CCOCC1.